Dataset: Full USPTO retrosynthesis dataset with 1.9M reactions from patents (1976-2016). Task: Predict the reactants needed to synthesize the given product. (1) The reactants are: C([O:8][C:9]1[C:10](=[O:26])[N:11]([CH2:15][S:16]([C:19]2[CH:24]=[CH:23][C:22]([CH3:25])=[CH:21][CH:20]=2)(=[O:18])=[O:17])[CH:12]=[CH:13][CH:14]=1)C1C=CC=CC=1. Given the product [OH:8][C:9]1[C:10](=[O:26])[N:11]([CH2:15][S:16]([C:19]2[CH:20]=[CH:21][C:22]([CH3:25])=[CH:23][CH:24]=2)(=[O:18])=[O:17])[CH:12]=[CH:13][CH:14]=1, predict the reactants needed to synthesize it. (2) Given the product [Br:8][C:9]1[CH:10]=[C:11]([CH2:12][N:6]2[CH2:5][CH2:4][NH:3][C@@H:2]([CH3:1])[CH2:7]2)[CH:14]=[CH:15][CH:16]=1, predict the reactants needed to synthesize it. The reactants are: [CH3:1][C@H:2]1[CH2:7][NH:6][CH2:5][CH2:4][NH:3]1.[Br:8][C:9]1[CH:10]=[C:11]([CH:14]=[CH:15][CH:16]=1)[CH:12]=O.[BH-](OC(C)=O)(OC(C)=O)OC(C)=O.[Na+]. (3) Given the product [Br:11][CH2:9][C@@H:2]([NH2:1])[CH2:3][C:4]1[NH:8][CH:7]=[N:6][CH:5]=1, predict the reactants needed to synthesize it. The reactants are: [NH2:1][C@H:2]([CH2:9]O)[CH2:3][C:4]1[N:8]=[CH:7][NH:6][CH:5]=1.[BrH:11]. (4) Given the product [Cl:1][C:2]1[CH:3]=[N:4][C:5]([N:24]2[CH2:28][CH2:27][CH:26]([O:29][C:30]3[CH:31]=[CH:32][CH:33]=[CH:34][CH:35]=3)[CH2:25]2)=[C:6]([CH:23]=1)[C:7]([NH:9][C:10]1([C:13]2[CH:14]=[CH:15][C:16]([C:17]([OH:19])=[O:18])=[CH:21][CH:22]=2)[CH2:11][CH2:12]1)=[O:8], predict the reactants needed to synthesize it. The reactants are: [Cl:1][C:2]1[CH:3]=[N:4][C:5]([N:24]2[CH2:28][CH2:27][CH:26]([O:29][C:30]3[CH:35]=[CH:34][CH:33]=[CH:32][CH:31]=3)[CH2:25]2)=[C:6]([CH:23]=1)[C:7]([NH:9][C:10]1([C:13]2[CH:22]=[CH:21][C:16]([C:17]([O:19]C)=[O:18])=[CH:15][CH:14]=2)[CH2:12][CH2:11]1)=[O:8].[OH-].[Na+]. (5) The reactants are: [F:1][C:2]([F:38])([F:37])[C:3]1[CH:8]=[C:7]([C:9]2[O:13][N:12]=[C:11]([C:14]3[CH:30]=[CH:29][C:17]4[CH2:18][CH2:19][N:20]([CH2:23][C:24]([O:26]CC)=[O:25])[CH2:21][CH2:22][C:16]=4[CH:15]=3)[N:10]=2)[CH:6]=[CH:5][C:4]=1[C:31]1[CH:36]=[CH:35][CH:34]=[CH:33][CH:32]=1.[OH-].[Na+]. Given the product [F:38][C:2]([F:1])([F:37])[C:3]1[CH:8]=[C:7]([C:9]2[O:13][N:12]=[C:11]([C:14]3[CH:30]=[CH:29][C:17]4[CH2:18][CH2:19][N:20]([CH2:23][C:24]([OH:26])=[O:25])[CH2:21][CH2:22][C:16]=4[CH:15]=3)[N:10]=2)[CH:6]=[CH:5][C:4]=1[C:31]1[CH:32]=[CH:33][CH:34]=[CH:35][CH:36]=1, predict the reactants needed to synthesize it. (6) Given the product [F:1][C:2]1[CH:3]=[C:4]([C:8]2[C@:9]3([CH2:25][CH2:24][C@H:23]4[C@@H:14]([CH2:15][CH2:16][C:17]5[CH:18]=[C:19]([O:26][CH2:28][CH:29]([OH:35])[CH2:30][OH:31])[CH:20]=[CH:21][C:22]=54)[C@@H:11]3[CH2:12][CH:13]=2)[CH3:10])[CH:5]=[N:6][CH:7]=1, predict the reactants needed to synthesize it. The reactants are: [F:1][C:2]1[CH:3]=[C:4]([C:8]2[C@:9]3([CH2:25][CH2:24][C@H:23]4[C@@H:14]([CH2:15][CH2:16][C:17]5[CH:18]=[C:19]([OH:26])[CH:20]=[CH:21][C:22]=54)[C@@H:11]3[CH2:12][CH:13]=2)[CH3:10])[CH:5]=[N:6][CH:7]=1.Br[CH2:28][C:29](C)(C)[CH2:30][OH:31].C(=O)([O-])[O-:35].[K+].[K+].[I-].[K+]. (7) The reactants are: [OH-].[Na+].C([O:5][C:6](=[O:22])[CH2:7][C:8]([NH:10][C:11]1[O:15][N:14]=[C:13]([C:16]2[CH:21]=[CH:20][CH:19]=[CH:18][CH:17]=2)[CH:12]=1)=[O:9])C. Given the product [C:16]1([C:13]2[CH:12]=[C:11]([NH:10][C:8](=[O:9])[CH2:7][C:6]([OH:22])=[O:5])[O:15][N:14]=2)[CH:17]=[CH:18][CH:19]=[CH:20][CH:21]=1, predict the reactants needed to synthesize it. (8) The reactants are: [Br:1][CH2:2][CH2:3][OH:4].C(N(CC)CC)C.[C:12](Cl)(=[O:16])[C:13]([CH3:15])=[CH2:14]. Given the product [C:12]([O:4][CH2:3][CH2:2][Br:1])(=[O:16])[C:13]([CH3:15])=[CH2:14], predict the reactants needed to synthesize it. (9) Given the product [N:21]1[CH:26]=[CH:25][N:24]=[CH:23][C:22]=1[CH2:27][O:1][C:2]1[CH:7]=[CH:6][C:5]([C:8]([N:10]2[CH2:14][CH2:13][CH2:12][C@H:11]2[CH2:15][N:16]2[CH2:17][CH2:18][CH2:19][CH2:20]2)=[O:9])=[CH:4][CH:3]=1, predict the reactants needed to synthesize it. The reactants are: [OH:1][C:2]1[CH:7]=[CH:6][C:5]([C:8]([N:10]2[CH2:14][CH2:13][CH2:12][C@H:11]2[CH2:15][N:16]2[CH2:20][CH2:19][CH2:18][CH2:17]2)=[O:9])=[CH:4][CH:3]=1.[N:21]1[CH:26]=[CH:25][N:24]=[CH:23][C:22]=1[CH2:27]O.C1(P(C2C=CC=CC=2)C2C=CC=CC=2)C=CC=CC=1.CCOC(/N=N/C(OCC)=O)=O.